This data is from Forward reaction prediction with 1.9M reactions from USPTO patents (1976-2016). The task is: Predict the product of the given reaction. (1) Given the reactants [C:1]([N:8]1[CH2:13][CH2:12][N:11]([CH2:14][CH2:15][NH2:16])[CH2:10][CH2:9]1)([O:3][C:4]([CH3:7])([CH3:6])[CH3:5])=[O:2].C(N(CC)CC)C.[Cl:24][CH2:25][CH2:26][CH2:27][S:28](Cl)(=[O:30])=[O:29], predict the reaction product. The product is: [C:4]([O:3][C:1]([N:8]1[CH2:9][CH2:10][N:11]([CH2:14][CH2:15][NH:16][S:28]([CH2:27][CH2:26][CH2:25][Cl:24])(=[O:30])=[O:29])[CH2:12][CH2:13]1)=[O:2])([CH3:7])([CH3:6])[CH3:5]. (2) The product is: [CH3:17][O:16][C:11]([C:12]1[N:1]([C:4]2[CH:9]=[CH:8][C:7]([Br:10])=[CH:6][CH:5]=2)[N:2]=[N:3][C:13]=1[CH3:14])=[O:15]. Given the reactants [N:1]([C:4]1[CH:9]=[CH:8][C:7]([Br:10])=[CH:6][CH:5]=1)=[N+:2]=[N-:3].[C:11]([O:16][CH3:17])(=[O:15])[C:12]#[C:13][CH3:14], predict the reaction product. (3) Given the reactants CC1C=CC(S([N:11]2[C:15]3[N:16]=[C:17]([NH:26][C:27]4[CH:38]=[CH:37][C:30]([C:31]([NH:33][CH2:34][CH2:35][CH3:36])=[O:32])=[CH:29][CH:28]=4)[N:18]=[C:19]([NH:20][CH2:21][C:22]([F:25])([F:24])[F:23])[C:14]=3[CH:13]=[CH:12]2)(=O)=O)=CC=1.CO.C(=O)([O-])[O-].[K+].[K+], predict the reaction product. The product is: [CH2:34]([NH:33][C:31](=[O:32])[C:30]1[CH:37]=[CH:38][C:27]([NH:26][C:17]2[NH:16][C:15]3=[N:11][CH:12]=[CH:13][C:14]3=[C:19]([NH:20][CH2:21][C:22]([F:24])([F:25])[F:23])[N:18]=2)=[CH:28][CH:29]=1)[CH2:35][CH3:36]. (4) Given the reactants [C:1]([O:5][C:6](=[O:21])[CH2:7][C@@H:8]([CH2:12][CH2:13][CH2:14][CH:15]1[CH2:20][CH2:19][CH2:18][CH2:17][CH2:16]1)[C:9]([OH:11])=O)([CH3:4])([CH3:3])[CH3:2].C(N1C=CN=C1)(N1C=CN=C1)=O.O[N:35]=[C:36]([NH2:40])[CH:37]([CH3:39])[CH3:38], predict the reaction product. The product is: [CH:15]1([CH2:14][CH2:13][CH2:12][C@@H:8]([C:9]2[O:11][N:40]=[C:36]([CH:37]([CH3:39])[CH3:38])[N:35]=2)[CH2:7][C:6]([O:5][C:1]([CH3:2])([CH3:3])[CH3:4])=[O:21])[CH2:20][CH2:19][CH2:18][CH2:17][CH2:16]1. (5) Given the reactants [CH2:1]([O:3][C:4](=[O:17])[C:5]1[CH:10]=[CH:9][C:8]([C:11]#[C:12][CH:13]([CH3:15])[CH3:14])=[C:7]([NH2:16])[CH:6]=1)[CH3:2], predict the reaction product. The product is: [CH2:1]([O:3][C:4]([C:5]1[CH:6]=[C:7]2[C:8]([CH:11]=[C:12]([CH:13]([CH3:14])[CH3:15])[NH:16]2)=[CH:9][CH:10]=1)=[O:17])[CH3:2].